This data is from Full USPTO retrosynthesis dataset with 1.9M reactions from patents (1976-2016). The task is: Predict the reactants needed to synthesize the given product. Given the product [Cl:12][C:9]1[CH:10]=[CH:11][C:6]2[NH:5][C:3](=[O:4])[CH:2]([C:14]3[CH:19]=[CH:18][CH:17]=[CH:16][CH:15]=3)[O:13][C:7]=2[CH:8]=1, predict the reactants needed to synthesize it. The reactants are: Cl[CH:2]([C:14]1[CH:19]=[CH:18][CH:17]=[CH:16][CH:15]=1)[C:3]([NH:5][C:6]1[CH:11]=[CH:10][C:9]([Cl:12])=[CH:8][C:7]=1[OH:13])=[O:4].C(=O)([O-])[O-].[K+].[K+].O.Cl.